From a dataset of NCI-60 drug combinations with 297,098 pairs across 59 cell lines. Regression. Given two drug SMILES strings and cell line genomic features, predict the synergy score measuring deviation from expected non-interaction effect. Drug 1: C1=CN(C(=O)N=C1N)C2C(C(C(O2)CO)O)O.Cl. Drug 2: CCC1(CC2CC(C3=C(CCN(C2)C1)C4=CC=CC=C4N3)(C5=C(C=C6C(=C5)C78CCN9C7C(C=CC9)(C(C(C8N6C)(C(=O)OC)O)OC(=O)C)CC)OC)C(=O)OC)O.OS(=O)(=O)O. Cell line: U251. Synergy scores: CSS=10.4, Synergy_ZIP=-8.87, Synergy_Bliss=-7.85, Synergy_Loewe=-9.76, Synergy_HSA=-8.06.